Task: Predict the reactants needed to synthesize the given product.. Dataset: Full USPTO retrosynthesis dataset with 1.9M reactions from patents (1976-2016) (1) Given the product [Cl:1][C:2]1[CH:3]=[CH:4][C:5]([C:6]([NH:8][C:9]2[CH:10]=[CH:11][C:12]([CH2:15][NH:16][C:17]3[C:26]4[C:21](=[CH:22][CH:23]=[C:24]([C:27]([F:30])([F:28])[F:29])[CH:25]=4)[N:20]=[C:19]([NH:36][CH3:35])[N:18]=3)=[CH:13][CH:14]=2)=[O:7])=[CH:32][CH:33]=1, predict the reactants needed to synthesize it. The reactants are: [Cl:1][C:2]1[CH:33]=[CH:32][C:5]([C:6]([NH:8][C:9]2[CH:14]=[CH:13][C:12]([CH2:15][NH:16][C:17]3[C:26]4[C:21](=[CH:22][CH:23]=[C:24]([C:27]([F:30])([F:29])[F:28])[CH:25]=4)[N:20]=[C:19](Cl)[N:18]=3)=[CH:11][CH:10]=2)=[O:7])=[CH:4][CH:3]=1.Cl.[CH3:35][NH2:36]. (2) Given the product [CH:27]([N:12]1[C:10]2=[N:11][C:6]([NH:1][C:31]3[CH:32]=[CH:33][C:34]([N:37]4[CH2:42][CH2:41][N:40]([CH3:43])[CH2:39][CH2:38]4)=[CH:35][CH:36]=3)=[N:7][CH:8]=[C:9]2[C:15](=[O:16])[N:14]([CH2:17][C:18]2[CH:23]=[CH:22][C:21]([O:24][CH3:25])=[CH:20][CH:19]=2)[C:13]1=[O:26])([CH3:29])[CH3:28], predict the reactants needed to synthesize it. The reactants are: [N:1]1([C:6]2[N:11]=[C:10]3[N:12]([CH:27]([CH3:29])[CH3:28])[C:13](=[O:26])[N:14]([CH2:17][C:18]4[CH:23]=[CH:22][C:21]([O:24][CH3:25])=[CH:20][CH:19]=4)[C:15](=[O:16])[C:9]3=[CH:8][N:7]=2)C=CN=C1.N[C:31]1[CH:36]=[CH:35][C:34]([N:37]2[CH2:42][CH2:41][N:40]([CH3:43])[CH2:39][CH2:38]2)=[CH:33][CH:32]=1. (3) Given the product [O:12]=[C:10]1[CH:9]([C:8]([O:16][CH2:17][CH3:18])=[O:15])[CH2:20][C:21](=[O:22])[NH:23]1, predict the reactants needed to synthesize it. The reactants are: [O-]CC.[Na+].C(O)C.[C:8]([O:16][CH2:17][CH3:18])(=[O:15])[CH2:9][C:10]([O:12]CC)=O.Cl[CH2:20][C:21]([NH2:23])=[O:22]. (4) Given the product [Br:34][CH2:1][C:2]1[C:7]([I:8])=[CH:6][CH:5]=[CH:4][C:3]=1[N:9]1[C:13](=[O:14])[N:12]([CH3:15])[N:11]=[N:10]1, predict the reactants needed to synthesize it. The reactants are: [CH3:1][C:2]1[C:7]([I:8])=[CH:6][CH:5]=[CH:4][C:3]=1[N:9]1[C:13](=[O:14])[N:12]([CH3:15])[N:11]=[N:10]1.N(C1(C#N)CCCCC1)=NC1(C#N)CCCCC1.[Br:34]N1C(=O)CCC1=O.ClC1C=CC=CC=1.